This data is from Forward reaction prediction with 1.9M reactions from USPTO patents (1976-2016). The task is: Predict the product of the given reaction. (1) Given the reactants C(O[C:6]([N:8]1[CH2:13][CH:12]=[C:11]([C:14]2[NH:34][C:17]3[N:18]=[CH:19][N:20]=[C:21]([NH:22][C:23]4[CH:28]=[CH:27][CH:26]=[C:25]([C:29]5[NH:30][CH:31]=[CH:32][N:33]=5)[CH:24]=4)[C:16]=3[CH:15]=2)[CH2:10][CH2:9]1)=[O:7])(C)(C)C.Cl.C(N(CC)CC)C.[C:43]([N:47]=C=O)([CH3:46])([CH3:45])[CH3:44], predict the reaction product. The product is: [C:43]([NH:47][C:6]([N:8]1[CH2:13][CH:12]=[C:11]([C:14]2[NH:34][C:17]3[N:18]=[CH:19][N:20]=[C:21]([NH:22][C:23]4[CH:28]=[CH:27][CH:26]=[C:25]([C:29]5[NH:33][CH:32]=[CH:31][N:30]=5)[CH:24]=4)[C:16]=3[CH:15]=2)[CH2:10][CH2:9]1)=[O:7])([CH3:46])([CH3:45])[CH3:44]. (2) Given the reactants [NH2:1][CH2:2][CH2:3][C:4]1[CH:19]=[C:18]([F:20])[C:7]([O:8][C:9]2[CH:17]=[CH:16][C:12]([C:13]([NH2:15])=[O:14])=[CH:11][N:10]=2)=[C:6]([F:21])[CH:5]=1.[BH4-].[Na+], predict the reaction product. The product is: [F:21][C:6]1[CH:5]=[C:4]([CH2:3][CH2:2][NH:1][CH2:2][CH2:3][CH:4]([CH3:19])[CH3:5])[CH:19]=[C:18]([F:20])[C:7]=1[O:8][C:9]1[CH:17]=[CH:16][C:12]([C:13]([NH2:15])=[O:14])=[CH:11][N:10]=1. (3) Given the reactants C([N:8]1[C:16]2[C:15](=[O:17])[N:14]([CH2:18][CH2:19][CH2:20][OH:21])[C:13](=[O:22])[N:12]([CH2:23][CH3:24])[C:11]=2[N:10]=[C:9]1[O:25][CH2:26][CH3:27])C1C=CC=CC=1.C([O-])=O.[NH4+], predict the reaction product. The product is: [CH2:26]([O:25][C:9]1[NH:8][C:16]2[C:15](=[O:17])[N:14]([CH2:18][CH2:19][CH2:20][OH:21])[C:13](=[O:22])[N:12]([CH2:23][CH3:24])[C:11]=2[N:10]=1)[CH3:27]. (4) Given the reactants [CH3:1][C:2]1[CH:20]=[C:19]([CH3:21])[CH:18]=[CH:17][C:3]=1[CH2:4][N:5]1[C:13]2[C:8](=[N:9][CH:10]=[CH:11][CH:12]=2)[C:7]([C:14]([OH:16])=O)=[CH:6]1.C(N(CC)CC)C.CCCP(O)(O)=O.Cl.[F:37][CH2:38][CH2:39][NH2:40], predict the reaction product. The product is: [CH3:1][C:2]1[CH:20]=[C:19]([CH3:21])[CH:18]=[CH:17][C:3]=1[CH2:4][N:5]1[C:13]2[C:8](=[N:9][CH:10]=[CH:11][CH:12]=2)[C:7]([C:14]([NH:40][CH2:39][CH2:38][F:37])=[O:16])=[CH:6]1. (5) Given the reactants [CH2:1]1[CH:6]2[CH2:7][C:8]3([NH2:11])[CH2:10][CH:4]([CH2:5]2)[CH2:3][CH:2]1[CH2:9]3.[CH3:12][O:13][C:14]1[CH:15]=[CH:16][C:17]2[CH:21]=[C:20]([CH:22]=O)[S:19][C:18]=2[CH:24]=1, predict the reaction product. The product is: [CH3:12][O:13][C:14]1[CH:15]=[CH:16][C:17]2[CH:21]=[C:20]([CH2:22][NH:11][C:8]34[CH2:10][CH:4]5[CH2:5][CH:6]([CH2:1][CH:2]([CH2:3]5)[CH2:9]3)[CH2:7]4)[S:19][C:18]=2[CH:24]=1.